From a dataset of Forward reaction prediction with 1.9M reactions from USPTO patents (1976-2016). Predict the product of the given reaction. (1) Given the reactants [CH3:1][C:2]1[C:10]2[C:5](=[CH:6][CH:7]=[C:8]([C:11]3[CH:16]=[C:15]([C:17]4[CH:22]=[CH:21][CH:20]=[CH:19][C:18]=4[O:23][CH2:24][CH2:25][O:26][CH3:27])[NH:14][C:13](=[O:28])[N:12]=3)[CH:9]=2)[N:4](C(=O)C)[N:3]=1.Cl.OCCOC1C=CC=CC=1C1NC(=O)N=C(C2C=C3C(=CC=2)NN=C3C)C=1, predict the reaction product. The product is: [OH:26][CH2:25][CH2:24][O:23][C:18]1[CH:19]=[CH:20][CH:21]=[CH:22][C:17]=1[C:15]1[NH:14][C:13](=[O:28])[N:12]=[C:11]([C:8]2[CH:9]=[C:10]3[C:5](=[CH:6][CH:7]=2)[NH:4][N:3]=[C:2]3[CH3:1])[CH:16]=1.[CH3:1][C:2]1[C:10]2[C:5](=[CH:6][CH:7]=[C:8]([C:11]3[CH:16]=[C:15]([C:17]4[CH:22]=[CH:21][CH:20]=[CH:19][C:18]=4[O:23][CH2:24][CH2:25][O:26][CH3:27])[NH:14][C:13](=[O:28])[N:12]=3)[CH:9]=2)[NH:4][N:3]=1. (2) Given the reactants [Si:1]([O:18][C@H:19]1[C:28]2[C:23](=[CH:24][CH:25]=[CH:26][CH:27]=2)[C@H:22]([NH:29]C(=O)C(F)(F)F)[CH2:21][CH2:20]1)([C:14]([CH3:17])([CH3:16])[CH3:15])([C:8]1[CH:13]=[CH:12][CH:11]=[CH:10][CH:9]=1)[C:2]1[CH:7]=[CH:6][CH:5]=[CH:4][CH:3]=1.[OH-].[Na+], predict the reaction product. The product is: [Si:1]([O:18][C@H:19]1[C:28]2[C:23](=[CH:24][CH:25]=[CH:26][CH:27]=2)[C@H:22]([NH2:29])[CH2:21][CH2:20]1)([C:14]([CH3:16])([CH3:17])[CH3:15])([C:8]1[CH:9]=[CH:10][CH:11]=[CH:12][CH:13]=1)[C:2]1[CH:7]=[CH:6][CH:5]=[CH:4][CH:3]=1. (3) Given the reactants [NH2:1][CH:2]([C:10]1[C:15]([O:16][CH3:17])=[CH:14][CH:13]=[CH:12][C:11]=1[O:18][CH3:19])[CH2:3][CH2:4][CH2:5][C:6]([O:8]C)=O.[N:20]1([C:25]2[CH:26]=[C:27]([CH:30]=[CH:31][CH:32]=2)[CH:28]=O)[CH:24]=[CH:23][N:22]=[CH:21]1, predict the reaction product. The product is: [N:20]1([C:25]2[CH:26]=[C:27]([CH:30]=[CH:31][CH:32]=2)[CH2:28][N:1]2[CH:2]([C:10]3[C:15]([O:16][CH3:17])=[CH:14][CH:13]=[CH:12][C:11]=3[O:18][CH3:19])[CH2:3][CH2:4][CH2:5][C:6]2=[O:8])[CH:24]=[CH:23][N:22]=[CH:21]1. (4) Given the reactants C1(N)CCC1.[Cl-:6].[N+](C1C=[C:14]([N+]([O-])=O)[CH:13]=[CH:12][C:11]=1[N+:19]1[CH:24]=[CH:23][CH:22]=[C:21]([CH3:25])[CH:20]=1)([O-])=O, predict the reaction product. The product is: [Cl-:6].[CH:11]1([N+:19]2[CH:24]=[CH:23][CH:22]=[C:21]([CH3:25])[CH:20]=2)[CH2:12][CH2:13][CH2:14]1. (5) Given the reactants C(N(CC)CC)C.Cl[C:9]1[N:10]=[N:11][C:12]([C:15]2[CH:20]=[CH:19][C:18]([Cl:21])=[CH:17][CH:16]=2)=[CH:13][CH:14]=1.[CH2:22]([C:26]1[CH:37]=[CH:36][C:29]([CH2:30][N:31]2[CH2:35][CH2:34][CH2:33][CH2:32]2)=[CH:28][CH:27]=1)[CH2:23][C:24]#[CH:25].O, predict the reaction product. The product is: [Cl:21][C:18]1[CH:19]=[CH:20][C:15]([C:12]2[N:11]=[N:10][C:9]([C:25]#[C:24][CH2:23][CH2:22][C:26]3[CH:37]=[CH:36][C:29]([CH2:30][N:31]4[CH2:35][CH2:34][CH2:33][CH2:32]4)=[CH:28][CH:27]=3)=[CH:14][CH:13]=2)=[CH:16][CH:17]=1. (6) Given the reactants [OH:1][C:2]1[CH:3]=[C:4]([CH:7]=[CH:8][CH:9]=1)[CH:5]=[O:6].Br[CH2:11][CH2:12][CH2:13][O:14][CH:15]1[CH2:20][CH2:19][CH2:18][CH2:17][O:16]1, predict the reaction product. The product is: [O:16]1[CH2:17][CH2:18][CH2:19][CH2:20][CH:15]1[O:14][CH2:13][CH2:12][CH2:11][O:1][C:2]1[CH:3]=[C:4]([CH:7]=[CH:8][CH:9]=1)[CH:5]=[O:6].